From a dataset of Reaction yield outcomes from USPTO patents with 853,638 reactions. Predict the reaction yield, written as a fraction of the theoretical maximum amount of product (1.0 means a 100% yield; for example, 0.34 means a 34% yield). (1) The reactants are CC1(C)[O:6][C@H:5]([C:7]([N:9]2[CH2:14][CH2:13][C:12]([C:15]3[CH:20]=[CH:19][C:18]([N:21]4[CH2:25][C@H:24]([CH2:26][N:27]([C:35]5[CH:39]=[N:38][S:37][N:36]=5)C(OC(C)(C)C)=O)[O:23][C:22]4=[O:40])=[CH:17][C:16]=3[F:41])=[CH:11][CH2:10]2)=[O:8])[CH2:4][O:3]1.N.C(OCC)C. The catalyst is FC(F)(F)C(O)=O.O. The product is [OH:6][C@@H:5]([CH2:4][OH:3])[C:7]([N:9]1[CH2:14][CH2:13][C:12]([C:15]2[CH:20]=[CH:19][C:18]([N:21]3[CH2:25][C@H:24]([CH2:26][NH:27][C:35]4[CH:39]=[N:38][S:37][N:36]=4)[O:23][C:22]3=[O:40])=[CH:17][C:16]=2[F:41])=[CH:11][CH2:10]1)=[O:8]. The yield is 0.460. (2) The reactants are C1(P(C2C=CC=CC=2)C2C=CC=CC=2)C=CC=CC=1.BrN1C(=O)CCC1=O.[CH:28]1([CH2:33][C@H:34]([C:38]2[CH:43]=[CH:42][C:41]([Cl:44])=[C:40]([Cl:45])[CH:39]=2)[C:35]([OH:37])=O)[CH2:32][CH2:31][CH2:30][CH2:29]1.[Cl:46][C:47]1[CH:48]=[CH:49][C:50]([NH2:53])=[N:51][CH:52]=1.N1C=CC=CC=1. The catalyst is C(Cl)Cl.O. The product is [Cl:46][C:47]1[CH:48]=[CH:49][C:50]([NH:53][C:35](=[O:37])[C@@H:34]([C:38]2[CH:43]=[CH:42][C:41]([Cl:44])=[C:40]([Cl:45])[CH:39]=2)[CH2:33][CH:28]2[CH2:29][CH2:30][CH2:31][CH2:32]2)=[N:51][CH:52]=1. The yield is 0.840. (3) The reactants are [F:1][C:2]1[CH:3]=[C:4]([CH:8]2[S:13][CH2:12][CH2:11][CH2:10][S:9]2)[CH:5]=[CH:6][CH:7]=1.[Li]CCCC.[F:19][CH:20]([F:31])[O:21][C:22]1[CH:29]=[CH:28][C:25]([CH:26]=[O:27])=[CH:24][C:23]=1[CH3:30]. The catalyst is C1COCC1. The product is [F:19][CH:20]([F:31])[O:21][C:22]1[CH:29]=[CH:28][C:25]([CH:26]([C:8]2([C:4]3[CH:5]=[CH:6][CH:7]=[C:2]([F:1])[CH:3]=3)[S:9][CH2:10][CH2:11][CH2:12][S:13]2)[OH:27])=[CH:24][C:23]=1[CH3:30]. The yield is 0.800. (4) The reactants are [NH:1]1[CH2:4][CH:3]([C:5]2[CH:6]=[CH:7][C:8]3[O:17][CH2:16][CH2:15][C:14]4[N:10]([N:11]=[C:12]([C:18]5[N:19]([CH:23]([CH3:25])[CH3:24])[N:20]=[CH:21][N:22]=5)[CH:13]=4)[C:9]=3[CH:26]=2)[CH2:2]1.C(N(CC)CC)C.[CH3:34][S:35](Cl)(=[O:37])=[O:36]. The catalyst is C(Cl)Cl. The product is [CH:23]([N:19]1[C:18]([C:12]2[CH:13]=[C:14]3[N:10]([C:9]4[CH:26]=[C:5]([CH:3]5[CH2:2][N:1]([S:35]([CH3:34])(=[O:37])=[O:36])[CH2:4]5)[CH:6]=[CH:7][C:8]=4[O:17][CH2:16][CH2:15]3)[N:11]=2)=[N:22][CH:21]=[N:20]1)([CH3:24])[CH3:25]. The yield is 0.640. (5) The reactants are [NH2:1][CH:2]1[C@@H:7]2[C@H:3]1[CH2:4][N:5]([C:8]([O:10][C:11]([CH3:14])([CH3:13])[CH3:12])=[O:9])[CH2:6]2.CN([CH:18]=[N:19][N:20]=[CH:21]N(C)C)C.C1(C)C=CC(S(O)(=O)=O)=CC=1. No catalyst specified. The product is [N:19]1[N:20]=[CH:21][N:1]([CH:2]2[C@@H:7]3[C@H:3]2[CH2:4][N:5]([C:8]([O:10][C:11]([CH3:14])([CH3:13])[CH3:12])=[O:9])[CH2:6]3)[CH:18]=1. The yield is 0.880. (6) The catalyst is [Cl-].C([N+]1C(C)=C(CCO)SC=1)C1C=CC=CC=1.C(O)C. The product is [C:8]([O:11][CH2:12][CH2:13][CH2:14][C:15]1[CH:16]=[C:17]2[C:21](=[CH:22][CH:23]=1)[NH:20][CH:19]=[C:18]2[C:31](=[O:32])[CH:42]([C:43]1[CH:48]=[N:47][C:46]([O:49][CH3:50])=[CH:45][N:44]=1)[NH:41][C:37]1[CH:38]=[N:39][CH:40]=[C:35]([O:34][CH3:33])[CH:36]=1)(=[O:10])[CH3:9]. The yield is 0.640. The reactants are C(N(CC)CC)C.[C:8]([O:11][CH2:12][CH2:13][CH2:14][C:15]1[CH:16]=[C:17]2[C:21](=[CH:22][CH:23]=1)[N:20](C(OC(C)(C)C)=O)[CH:19]=[C:18]2[CH:31]=[O:32])(=[O:10])[CH3:9].[CH3:33][O:34][C:35]1[CH:36]=[C:37]([N:41]=[CH:42][C:43]2[CH:48]=[N:47][C:46]([O:49][CH3:50])=[CH:45][N:44]=2)[CH:38]=[N:39][CH:40]=1. (7) The reactants are C(OC([N:8]1[C:17]2[C:12](=[CH:13][CH:14]=[C:15]([NH:18][C:19]([C:21]3[C:30](=[O:31])[C:29]4[C:24](=[CH:25][CH:26]=[CH:27][CH:28]=4)[NH:23][CH:22]=3)=[O:20])[CH:16]=2)[CH2:11][CH2:10][CH2:9]1)=O)(C)(C)C.C(O)(C(F)(F)F)=O. The catalyst is C(Cl)Cl. The product is [O:31]=[C:30]1[C:29]2[C:24](=[CH:25][CH:26]=[CH:27][CH:28]=2)[NH:23][CH:22]=[C:21]1[C:19]([NH:18][C:15]1[CH:16]=[C:17]2[C:12]([CH2:11][CH2:10][CH2:9][NH:8]2)=[CH:13][CH:14]=1)=[O:20]. The yield is 0.320.